From a dataset of Catalyst prediction with 721,799 reactions and 888 catalyst types from USPTO. Predict which catalyst facilitates the given reaction. (1) Reactant: C(NC(C)C)(C)C.[CH3:8][C:9]1([CH3:32])[C:22]2=[CH:23][NH:24][N:25]=[C:21]2[C:20]2[S:19][C:18]3[CH:17]=[C:16]([O:26][C:27]([F:30])([F:29])[F:28])[CH:15]=[CH:14][C:13]=3[NH:12][C:11]=2[C:10]1=[O:31].[C:33](OC(=O)C)(=[O:35])[CH3:34].O. Product: [C:33]([N:24]1[CH:23]=[C:22]2[C:9]([CH3:32])([CH3:8])[C:10](=[O:31])[C:11]3[NH:12][C:13]4[CH:14]=[CH:15][C:16]([O:26][C:27]([F:29])([F:28])[F:30])=[CH:17][C:18]=4[S:19][C:20]=3[C:21]2=[N:25]1)(=[O:35])[CH3:34]. The catalyst class is: 1. (2) Reactant: CC([CH:5]1[C:14]2[C:9](=[C:10]([C:15]([NH:17][OH:18])=[NH:16])[CH:11]=[CH:12][CH:13]=2)[CH2:8][CH2:7][N:6]1[C:19]([O-:21])=[O:20])(C)C.[H-].[Na+].[Cl:24][C:25]1[CH:26]=[C:27]([CH:32]=[CH:33][C:34]=1[O:35][CH:36]([CH3:38])[CH3:37])[C:28](OC)=O. Product: [Cl:24][C:25]1[CH:26]=[C:27]([C:28]2[O:18][N:17]=[C:15]([C:10]3[CH:11]=[CH:12][CH:13]=[C:14]4[C:9]=3[CH2:8][CH2:7][N:6]([C:19]([O:21][C:9]([CH3:14])([CH3:10])[CH3:8])=[O:20])[CH2:5]4)[N:16]=2)[CH:32]=[CH:33][C:34]=1[O:35][CH:36]([CH3:38])[CH3:37]. The catalyst class is: 7. (3) Reactant: [Br:1][C:2]1[C:3]([CH2:16][OH:17])=[C:4]2[C:9](=[C:10]([CH3:12])[CH:11]=1)[NH:8][C:7]([CH3:14])([CH3:13])[CH2:6][CH:5]2[CH3:15].[F:18][CH2:19][CH2:20][O:21][C:22]1[CH:23]=[C:24]([CH:27]=[CH:28][CH:29]=1)[CH2:25]Br.[H-].[Na+]. Product: [Br:1][C:2]1[C:3]([CH2:16][O:17][CH2:25][C:24]2[CH:27]=[CH:28][CH:29]=[C:22]([O:21][CH2:20][CH2:19][F:18])[CH:23]=2)=[C:4]2[C:9](=[C:10]([CH3:12])[CH:11]=1)[NH:8][C:7]([CH3:13])([CH3:14])[CH2:6][CH:5]2[CH3:15]. The catalyst class is: 3. (4) Reactant: Br[C:2]1[CH:3]=[C:4]([C:13](=[O:15])[CH3:14])[CH:5]=[CH:6][C:7]=1[O:8][CH2:9][CH:10]1[CH2:12][CH2:11]1.C([O-])(=O)C.[K+].[B:21]1([B:21]2[O:25][C:24]([CH3:27])([CH3:26])[C:23]([CH3:29])([CH3:28])[O:22]2)[O:25][C:24]([CH3:27])([CH3:26])[C:23]([CH3:29])([CH3:28])[O:22]1. Product: [CH:10]1([CH2:9][O:8][C:7]2[CH:6]=[CH:5][C:4]([C:13](=[O:15])[CH3:14])=[CH:3][C:2]=2[B:21]2[O:25][C:24]([CH3:27])([CH3:26])[C:23]([CH3:29])([CH3:28])[O:22]2)[CH2:12][CH2:11]1. The catalyst class is: 12.